This data is from Catalyst prediction with 721,799 reactions and 888 catalyst types from USPTO. The task is: Predict which catalyst facilitates the given reaction. (1) Reactant: [Cl:1][C:2]1[CH:3]=[C:4]2[C:8](=[CH:9][CH:10]=1)[N:7]([C:11]1[N:15]([CH3:16])[N:14]=[C:13]([CH3:17])[C:12]=1/[CH:18]=[CH:19]/[C:20]#[N:21])[CH:6]=[CH:5]2.[Cl-].[OH:23][NH3+:24].C(N(CC)CC)C.O. Product: [Cl:1][C:2]1[CH:3]=[C:4]2[C:8](=[CH:9][CH:10]=1)[N:7]([C:11]1[N:15]([CH3:16])[N:14]=[C:13]([CH3:17])[C:12]=1/[CH:18]=[CH:19]/[C:20](=[N:24]/[OH:23])/[NH2:21])[CH:6]=[CH:5]2. The catalyst class is: 16. (2) Reactant: [CH:1]([C@@H:4]1[CH2:8][O:7][C:6](=[O:9])[NH:5]1)([CH3:3])[CH3:2].[Li]CCCC.[F:15][C:16]1[CH:21]=[CH:20][C:19]([CH2:22][C:23](Cl)=[O:24])=[CH:18][CH:17]=1. The catalyst class is: 1. Product: [F:15][C:16]1[CH:21]=[CH:20][C:19]([CH2:22][C:23]([N:5]2[C@H:4]([CH:1]([CH3:3])[CH3:2])[CH2:8][O:7][C:6]2=[O:9])=[O:24])=[CH:18][CH:17]=1. (3) Reactant: C(OC([N:8]1[CH2:13][CH2:12][CH:11]([C:14](=[S:16])[NH2:15])[CH2:10][CH2:9]1)=O)(C)(C)C.Br[CH:18]([C:29]1[CH:34]=[CH:33][C:32]([O:35][CH3:36])=[CH:31][CH:30]=1)[C:19]([C:21]1[CH:26]=[CH:25][C:24]([O:27][CH3:28])=[CH:23][CH:22]=1)=O. Product: [CH3:36][O:35][C:32]1[CH:31]=[CH:30][C:29]([C:18]2[N:15]=[C:14]([CH:11]3[CH2:10][CH2:9][NH:8][CH2:13][CH2:12]3)[S:16][C:19]=2[C:21]2[CH:22]=[CH:23][C:24]([O:27][CH3:28])=[CH:25][CH:26]=2)=[CH:34][CH:33]=1. The catalyst class is: 5. (4) Reactant: [CH:1]1([NH:4][CH2:5][C:6]2[CH:11]=[CH:10][CH:9]=[C:8]([I:12])[CH:7]=2)[CH2:3][CH2:2]1.[C:13](=O)([O-])[O-].[K+].[K+].CI.C(OCC)C. Product: [CH:1]1([N:4]([CH2:5][C:6]2[CH:11]=[CH:10][CH:9]=[C:8]([I:12])[CH:7]=2)[CH3:13])[CH2:3][CH2:2]1. The catalyst class is: 21. (5) Reactant: C([Li])CCC.Br[C:7]1[CH:12]=[CH:11][C:10]([F:13])=[CH:9][C:8]=1[F:14].[N:15]1[O:16][CH2:17][C@@H:18]2[CH2:23][CH2:22][O:21][CH2:20][C:19]=12.B(F)(F)F.CCOCC. Product: [F:14][C:8]1[CH:9]=[C:10]([F:13])[CH:11]=[CH:12][C:7]=1[C@:19]12[CH2:20][O:21][CH2:22][CH2:23][C@H:18]1[CH2:17][O:16][NH:15]2. The catalyst class is: 359. (6) Reactant: [C:1]([O:5][C:6]([NH:8][C@H:9]1[CH2:13][C:12]([C:18]([OH:21])([CH3:20])[CH3:19])([C:14]([O:16][CH3:17])=[O:15])[CH:11]=[CH:10]1)=[O:7])([CH3:4])([CH3:3])[CH3:2]. Product: [C:1]([O:5][C:6]([NH:8][C@H:9]1[CH2:10][CH2:11][C:12]([C:18]([OH:21])([CH3:20])[CH3:19])([C:14]([O:16][CH3:17])=[O:15])[CH2:13]1)=[O:7])([CH3:4])([CH3:2])[CH3:3]. The catalyst class is: 8. (7) Reactant: C(OP([CH2:9][C:10]1[CH:15]=[CH:14][C:13]([C:16]#[N:17])=[C:12]([F:18])[CH:11]=1)(=O)OCC)C.[H-].[Na+].[CH3:21][C:22]1[N:23]=[C:24]([C:33]2[CH:38]=[CH:37][C:36]([C:39]([F:42])([F:41])[F:40])=[CH:35][CH:34]=2)[S:25][C:26]=1[C:27](=O)[CH2:28][CH2:29][CH2:30][CH3:31]. Product: [F:18][C:12]1[CH:11]=[C:10](/[CH:9]=[C:27](/[C:26]2[S:25][C:24]([C:33]3[CH:34]=[CH:35][C:36]([C:39]([F:41])([F:42])[F:40])=[CH:37][CH:38]=3)=[N:23][C:22]=2[CH3:21])\[CH2:28][CH2:29][CH2:30][CH3:31])[CH:15]=[CH:14][C:13]=1[C:16]#[N:17]. The catalyst class is: 7. (8) Reactant: [F:1][C:2]1[CH:3]=[C:4]([OH:11])[C:5](=[CH:9][CH:10]=1)[C:6](O)=[O:7].C(Cl)(=O)C(Cl)=O.[OH-].[NH4+:19]. Product: [F:1][C:2]1[CH:10]=[CH:9][C:5]([C:6]([NH2:19])=[O:7])=[C:4]([OH:11])[CH:3]=1. The catalyst class is: 198.